This data is from Catalyst prediction with 721,799 reactions and 888 catalyst types from USPTO. The task is: Predict which catalyst facilitates the given reaction. (1) Reactant: C(OC(=O)[NH:7][C:8]1[CH:13]=[CH:12][C:11]([C:14]2[CH:19]=[CH:18][C:17]([Cl:20])=[C:16]([Cl:21])[CH:15]=2)=[CH:10][C:9]=1[NH2:22])(C)(C)C.CC1(C)O[C:29]([C:31]2[CH:32]=[C:33]([CH:36]=[CH:37][CH:38]=2)[C:34]#[N:35])=[CH:28][C:27](=[O:39])O1.C(O)(C(F)(F)F)=O. Product: [Cl:21][C:16]1[CH:15]=[C:14]([C:11]2[CH:12]=[CH:13][C:8]3[N:7]=[C:29]([C:31]4[CH:32]=[C:33]([CH:36]=[CH:37][CH:38]=4)[C:34]#[N:35])[CH2:28][C:27](=[O:39])[NH:22][C:9]=3[CH:10]=2)[CH:19]=[CH:18][C:17]=1[Cl:20]. The catalyst class is: 2. (2) Reactant: C[Al](C)C.[NH2:5][CH:6]1[CH2:11][CH2:10][O:9][CH2:8][CH2:7]1.C([O:14][C:15]([C:17]1[N:18]=[N:19][C:20]([O:23][CH2:24][C:25]2[C:26]([C:31]3[CH:36]=[CH:35][CH:34]=[CH:33][N:32]=3)=[N:27][O:28][C:29]=2[CH3:30])=[CH:21][CH:22]=1)=O)C.C(C(C(C([O-])=O)O)O)([O-])=O.[K+].[Na+]. Product: [O:9]1[CH2:10][CH2:11][CH:6]([NH:5][C:15]([C:17]2[N:18]=[N:19][C:20]([O:23][CH2:24][C:25]3[C:26]([C:31]4[CH:36]=[CH:35][CH:34]=[CH:33][N:32]=4)=[N:27][O:28][C:29]=3[CH3:30])=[CH:21][CH:22]=2)=[O:14])[CH2:7][CH2:8]1. The catalyst class is: 12.